Dataset: Full USPTO retrosynthesis dataset with 1.9M reactions from patents (1976-2016). Task: Predict the reactants needed to synthesize the given product. (1) Given the product [CH2:46]([N:6]1[CH:2]([CH3:1])[CH2:3][CH:4]([CH2:7][N:8]2[C:16]3[C:11](=[N:12][C:13]([C:17]4[CH:18]=[N:19][N:20]([CH:22]5[CH2:27][CH2:26][CH2:25][CH2:24][O:23]5)[CH:21]=4)=[CH:14][CH:15]=3)[CH:10]=[CH:9]2)[CH2:5]1)[C:45]1[CH:39]=[CH:40][CH:41]=[CH:42][CH:43]=1, predict the reactants needed to synthesize it. The reactants are: [CH3:1][CH:2]1[NH:6][CH2:5][CH:4]([CH2:7][N:8]2[C:16]3[C:11](=[N:12][C:13]([C:17]4[CH:18]=[N:19][N:20]([CH:22]5[CH2:27][CH2:26][CH2:25][CH2:24][O:23]5)[CH:21]=4)=[CH:14][CH:15]=3)[CH:10]=[CH:9]2)[CH2:3]1.O1CCCCC1N1C=C([C:39]2N=[C:43]3[CH:45]=[CH:46]N[C:42]3=[CH:41][CH:40]=2)C=N1.CC1C=CC(S(OCC2CC(C)N(CC3C=CC=CC=3)C2)(=O)=O)=CC=1. (2) The reactants are: [C:1]([C:5]1[C:6]([NH2:15])=[N:7][N:8]2[CH:13]=[C:12]([CH3:14])[CH:11]=[N:10][C:9]=12)([CH3:4])([CH3:3])[CH3:2].[CH:16]1([CH2:22][CH2:23][C:24](Cl)=[O:25])[CH2:21][CH2:20][CH2:19][CH2:18][CH2:17]1. Given the product [C:1]([C:5]1[C:6]([NH:15][C:24](=[O:25])[CH2:23][CH2:22][CH:16]2[CH2:21][CH2:20][CH2:19][CH2:18][CH2:17]2)=[N:7][N:8]2[CH:13]=[C:12]([CH3:14])[CH:11]=[N:10][C:9]=12)([CH3:4])([CH3:3])[CH3:2], predict the reactants needed to synthesize it. (3) Given the product [CH:1]1([NH:7][C:8](=[O:9])[O:21][C:17]2[CH:18]=[CH:19][CH:20]=[C:15]([C:14]3[NH:10][N:11]=[N:12][N:13]=3)[CH:16]=2)[CH2:6][CH2:5][CH2:4][CH2:3][CH2:2]1, predict the reactants needed to synthesize it. The reactants are: [CH:1]1([N:7]=[C:8]=[O:9])[CH2:6][CH2:5][CH2:4][CH2:3][CH2:2]1.[NH:10]1[C:14]([C:15]2[CH:16]=[C:17]([OH:21])[CH:18]=[CH:19][CH:20]=2)=[N:13][N:12]=[N:11]1. (4) Given the product [Cl:1][C:2]1[CH:7]=[CH:6][N:5]=[C:4]([NH2:8])[C:3]=1[S:12][CH3:11], predict the reactants needed to synthesize it. The reactants are: [Cl:1][C:2]1[CH:7]=[CH:6][N:5]=[C:4]([NH2:8])[C:3]=1I.C(S)[CH2:11][S:12]([O-])(=O)=O.[Na+]. (5) Given the product [C:1]([CH2:20][CH2:21][O:22][CH2:24][CH2:25][CH3:26])([C:4]([C:7]([C:10]([C:13]([C:16]([F:17])([F:18])[F:19])([F:14])[F:15])([F:12])[F:11])([F:9])[F:8])([F:6])[F:5])([F:3])[F:2], predict the reactants needed to synthesize it. The reactants are: [C:1]([CH2:20][CH2:21][OH:22])([C:4]([C:7]([C:10]([C:13]([C:16]([F:19])([F:18])[F:17])([F:15])[F:14])([F:12])[F:11])([F:9])[F:8])([F:6])[F:5])([F:3])[F:2].O1C[CH2:26][CH2:25][CH2:24]1.[OH-].[Na+].BrCCC.